The task is: Predict the reaction yield, written as a fraction of the theoretical maximum amount of product (1.0 means a 100% yield; for example, 0.34 means a 34% yield).. This data is from Reaction yield outcomes from USPTO patents with 853,638 reactions. (1) The reactants are [N+:1]([C:4]1[CH:12]=[CH:11][C:7]([C:8](O)=[O:9])=[CH:6][CH:5]=1)([O-:3])=[O:2].[CH3:13][N:14](C=O)[CH3:15].C1C=CC2N(O)N=NC=2C=1.CCN=C=NCCCN(C)C.Cl.CCN(C(C)C)C(C)C. The catalyst is O. The product is [CH3:13][N:14]([CH3:15])[C:8](=[O:9])[C:7]1[CH:11]=[CH:12][C:4]([N+:1]([O-:3])=[O:2])=[CH:5][CH:6]=1. The yield is 0.990. (2) The reactants are [C:1]([C:3]1[C:4]([Cl:14])=[N:5][C:6](Cl)=[CH:7][C:8]=1[C:9]([F:12])([F:11])[F:10])#[N:2].N[CH:16]([CH2:19]C)[CH2:17][OH:18].[CH:21]([NH:24]C(C)C)(C)C.ClCl. No catalyst specified. The product is [Cl:14][C:4]1[C:3]([C:1]#[N:2])=[C:8]([C:9]([F:12])([F:11])[F:10])[CH:7]=[C:6]([NH:24][CH2:21][CH:17]([OH:18])[CH2:16][CH3:19])[N:5]=1. The yield is 0.550. (3) The reactants are [Cl:1][C:2]1[N:7]2[N:8]=[C:9]([C:13]3[CH:18]=[CH:17][CH:16]=[C:15]([CH3:19])[CH:14]=3)[C:10]([CH:11]=[O:12])=[C:6]2[CH:5]=[CH:4][CH:3]=1.[C:20]([Mg]Br)#[CH:21].C(=O)(O)[O-].[Na+]. The catalyst is O1CCCC1. The product is [Cl:1][C:2]1[N:7]2[N:8]=[C:9]([C:13]3[CH:18]=[CH:17][CH:16]=[C:15]([CH3:19])[CH:14]=3)[C:10]([CH:11]([OH:12])[C:20]#[CH:21])=[C:6]2[CH:5]=[CH:4][CH:3]=1. The yield is 0.770. (4) The reactants are [CH3:1][O:2][C:3]([C:5]1[CH:10]=[CH:9][C:8](B(O)O)=[CH:7][CH:6]=1)=[O:4].Br[C:15]1[CH:16]=[CH:17][C:18]2[O:24][CH2:23][CH2:22][N:21]([C:25]([O:27][C:28]([CH3:31])([CH3:30])[CH3:29])=[O:26])[CH2:20][C:19]=2[CH:32]=1.P([O-])([O-])([O-])=O.[K+].[K+].[K+]. The catalyst is O1CCOCC1.C1C=CC(P(C2C=CC=CC=2)[C-]2C=CC=C2)=CC=1.C1C=CC(P(C2C=CC=CC=2)[C-]2C=CC=C2)=CC=1.Cl[Pd]Cl.[Fe+2]. The product is [CH3:1][O:2][C:3]([C:5]1[CH:10]=[CH:9][C:8]([C:15]2[CH:16]=[CH:17][C:18]3[O:24][CH2:23][CH2:22][N:21]([C:25]([O:27][C:28]([CH3:30])([CH3:29])[CH3:31])=[O:26])[CH2:20][C:19]=3[CH:32]=2)=[CH:7][CH:6]=1)=[O:4]. The yield is 0.600. (5) The catalyst is C1COCC1. The yield is 0.750. The product is [Cl:3][C:4]1[CH:9]=[CH:8][C:7]2[C:10]3[C:11](=[CH:12][N:13]=[CH:14][CH:15]=3)[CH:16]([CH:18]3[CH2:20][CH2:19]3)[O:17][C:6]=2[CH:5]=1. The reactants are [H-].[Na+].[Cl:3][C:4]1[CH:9]=[CH:8][C:7]([C:10]2[CH:15]=[CH:14][N:13]=[CH:12][C:11]=2[CH:16]([CH:18]2[CH2:20][CH2:19]2)[OH:17])=[C:6](F)[CH:5]=1.